Dataset: Cav3 T-type calcium channel HTS with 100,875 compounds. Task: Binary Classification. Given a drug SMILES string, predict its activity (active/inactive) in a high-throughput screening assay against a specified biological target. (1) The drug is Clc1ccc(C(=O)Nc2sc(NC(=O)C)c(n2)c2sccc2)cc1. The result is 0 (inactive). (2) The result is 0 (inactive). The molecule is n1c2c(cc3c1n[nH]c3N)cc(CC)cc2.